From a dataset of Forward reaction prediction with 1.9M reactions from USPTO patents (1976-2016). Predict the product of the given reaction. (1) Given the reactants C(O[C:6](=O)[N:7]([CH2:9][C:10]1[NH:14][C:13]2[CH:15]=[CH:16][C:17]([C:19]3[C:27]4[C:22](=[CH:23][C:24]([F:28])=[CH:25][CH:26]=4)[NH:21][CH:20]=3)=[CH:18][C:12]=2[N:11]=1)C)(C)(C)C.Cl, predict the reaction product. The product is: [F:28][C:24]1[CH:23]=[C:22]2[C:27]([C:19]([C:17]3[CH:16]=[CH:15][C:13]4[NH:14][C:10]([CH2:9][NH:7][CH3:6])=[N:11][C:12]=4[CH:18]=3)=[CH:20][NH:21]2)=[CH:26][CH:25]=1. (2) The product is: [CH2:1]([N:8]1[CH2:13][CH2:12][CH:11]([N:14]2[C:18]3=[N:19][CH:20]=[N:21][C:22]([NH2:23])=[C:17]3[C:16]([C:35]3[CH:36]=[CH:37][C:32]([O:25][C:26]4[CH:31]=[CH:30][CH:29]=[CH:28][CH:27]=4)=[CH:33][CH:34]=3)=[N:15]2)[CH2:10][CH2:9]1)[C:2]1[CH:7]=[CH:6][CH:5]=[CH:4][CH:3]=1. Given the reactants [CH2:1]([N:8]1[CH2:13][CH2:12][CH:11]([N:14]2[C:18]3=[N:19][CH:20]=[N:21][C:22]([NH2:23])=[C:17]3[C:16](Br)=[N:15]2)[CH2:10][CH2:9]1)[C:2]1[CH:7]=[CH:6][CH:5]=[CH:4][CH:3]=1.[O:25]([C:32]1[CH:37]=[CH:36][C:35](B(O)O)=[CH:34][CH:33]=1)[C:26]1[CH:31]=[CH:30][CH:29]=[CH:28][CH:27]=1.C(=O)([O-])[O-].[Na+].[Na+].COCCOC, predict the reaction product. (3) Given the reactants [OH:1][C:2]1[CH:7]=[CH:6][C:5]([C:8]2[CH:13]=[CH:12][C:11]([CH:14]=[O:15])=[CH:10][CH:9]=2)=[CH:4][CH:3]=1.C1(C)C=CC(S(O[CH2:26][CH2:27][CH2:28][F:29])(=O)=O)=CC=1.C(=O)([O-])[O-].[Cs+].[Cs+], predict the reaction product. The product is: [F:29][CH2:28][CH2:27][CH2:26][O:1][C:2]1[CH:3]=[CH:4][C:5]([C:8]2[CH:13]=[CH:12][C:11]([CH:14]=[O:15])=[CH:10][CH:9]=2)=[CH:6][CH:7]=1. (4) Given the reactants [C:1]1([C:7]2[CH:8]=[C:9]([OH:13])[CH:10]=[CH:11][CH:12]=2)[CH:6]=[CH:5][CH:4]=[CH:3][CH:2]=1.C([O:16][C:17]([C:19]1[N:20]=[C:21]([CH2:24]Br)[S:22][CH:23]=1)=[O:18])C, predict the reaction product. The product is: [C:7]1([C:1]2[CH:2]=[CH:3][CH:4]=[CH:5][CH:6]=2)[CH:12]=[CH:11][CH:10]=[C:9]([O:13][CH2:24][C:21]2[S:22][CH:23]=[C:19]([C:17]([OH:18])=[O:16])[N:20]=2)[CH:8]=1. (5) Given the reactants [F:1][C:2]1[CH:7]=[CH:6][C:5]([C:8](=[CH:26][N:27]2[C:31]([CH3:32])=[CH:30][N:29]=[CH:28]2)[CH2:9][C:10]2[CH:19]=[CH:18][C:13]([C:14]([O:16][CH3:17])=[O:15])=[C:12]([C:20]3[CH:25]=[CH:24][CH:23]=[CH:22][CH:21]=3)[CH:11]=2)=[CH:4][CH:3]=1, predict the reaction product. The product is: [F:1][C:2]1[CH:7]=[CH:6][C:5]([CH:8]([CH2:26][N:27]2[C:31]([CH3:32])=[CH:30][N:29]=[CH:28]2)[CH2:9][C:10]2[CH:19]=[CH:18][C:13]([C:14]([O:16][CH3:17])=[O:15])=[C:12]([C:20]3[CH:25]=[CH:24][CH:23]=[CH:22][CH:21]=3)[CH:11]=2)=[CH:4][CH:3]=1. (6) Given the reactants Cl.[Cl:2][C:3]1[CH:18]=[CH:17][C:6]2[NH:7][C:8]3[S:9][C:10]([CH3:16])=[CH:11][C:12]=3[C:13]([NH2:15])=[N:14][C:5]=2[CH:4]=1.[OH:19][CH2:20][CH2:21][C@H:22]1[CH2:27]N[CH2:25][CH2:24][NH:23]1, predict the reaction product. The product is: [Cl:2][C:3]1[CH:18]=[CH:17][C:6]2[NH:7][C:8]3[S:9][C:10]([CH3:16])=[CH:11][C:12]=3[C:13]([N:15]3[CH2:25][CH2:24][NH:23][C@@H:22]([CH2:21][CH2:20][OH:19])[CH2:27]3)=[N:14][C:5]=2[CH:4]=1.